From a dataset of Forward reaction prediction with 1.9M reactions from USPTO patents (1976-2016). Predict the product of the given reaction. (1) Given the reactants [NH2:1][C:2]1[NH:6][N:5]=[C:4]([NH:7][C:8]2[CH:13]=[C:12]([Cl:14])[C:11]([N:15]3[CH2:28][C:17]4(C[N:19](C(OC(C)(C)C)=O)[CH2:18]4)[CH2:16]3)=[C:10]([Cl:29])[CH:9]=2)[N:3]=1.[C:30](O)(C(F)(F)F)=[O:31], predict the reaction product. The product is: [NH2:19][CH2:18][C:17]1([CH2:30][OH:31])[CH2:16][N:15]([C:11]2[C:12]([Cl:14])=[CH:13][C:8]([NH:7][C:4]3[NH:5][N:6]=[C:2]([NH2:1])[N:3]=3)=[CH:9][C:10]=2[Cl:29])[CH2:28]1. (2) Given the reactants Br[CH2:2][C:3]1[C:11]2[O:10][C:9]([C:12]3[CH:17]=[CH:16][C:15]([OH:18])=[CH:14][CH:13]=3)=[CH:8][C:7]=2[CH:6]=[C:5]([OH:19])[CH:4]=1.[NH:20]1[CH:24]=[CH:23][N:22]=[CH:21]1.O, predict the reaction product. The product is: [OH:18][C:15]1[CH:16]=[CH:17][C:12]([C:9]2[O:10][C:11]3[C:3]([CH2:2][N:20]4[CH:24]=[CH:23][N:22]=[CH:21]4)=[CH:4][C:5]([OH:19])=[CH:6][C:7]=3[CH:8]=2)=[CH:13][CH:14]=1. (3) Given the reactants [CH3:1][C:2]1[CH:8]=[CH:7][C:6]([N+:9]([O-:11])=[O:10])=[CH:5][C:3]=1[NH2:4].[N+:12]([O-:15])([OH:14])=[O:13].[N:16]#[C:17][NH2:18].C(OCC)C, predict the reaction product. The product is: [N+:12]([O-:15])([OH:14])=[O:13].[CH3:1][C:2]1[CH:8]=[CH:7][C:6]([N+:9]([O-:11])=[O:10])=[CH:5][C:3]=1[NH:4][C:17]([NH2:18])=[NH:16]. (4) Given the reactants [Li]CCCC.Br[C:7]1[CH:8]=[N:9][CH:10]=[CH:11][CH:12]=1.[CH2:13]1[O:23][C:16]2([CH2:21][CH2:20][C:19](=[O:22])[CH2:18][CH2:17]2)[O:15][CH2:14]1, predict the reaction product. The product is: [CH2:14]1[O:15][C:16]2([CH2:21][CH2:20][C:19]([OH:22])([C:7]3[CH:8]=[N:9][CH:10]=[CH:11][CH:12]=3)[CH2:18][CH2:17]2)[O:23][CH2:13]1. (5) Given the reactants [CH2:1]([C@:3]1([CH2:29][CH2:30][CH2:31][CH2:32][B:33]2[O:37][C:36]([CH3:39])([CH3:38])[C:35]([CH3:41])([CH3:40])[O:34]2)[C:8](=[O:9])[O:7][C@@H:6](C2C=CC=CC=2)[C@@H](C2C=CC=CC=2)[N:4]1[C:22]([O:24][C:25]([CH3:28])([CH3:27])[CH3:26])=[O:23])[CH3:2].C(=O)=O.N.[Li], predict the reaction product. The product is: [C:25]([O:24][C:22]([NH:4][C@@:3]([CH2:1][CH3:2])([CH2:29][CH2:30][CH2:31][CH2:32][B:33]1[O:34][C:35]([CH3:41])([CH3:40])[C:36]([CH3:39])([CH3:38])[O:37]1)[C:8]([O:7][CH3:6])=[O:9])=[O:23])([CH3:28])([CH3:27])[CH3:26].